From a dataset of Full USPTO retrosynthesis dataset with 1.9M reactions from patents (1976-2016). Predict the reactants needed to synthesize the given product. (1) Given the product [Cl:19][C:20]1[CH:21]=[C:22]([C@@H:30]([CH2:34][C@H:35]2[CH2:39][CH2:38][C:37](=[O:40])[CH2:36]2)[C:31]([NH:10][C:7]2[CH:8]=[CH:9][N:5]([CH2:4][CH2:3][O:2][CH3:1])[N:6]=2)=[O:32])[CH:23]=[CH:24][C:25]=1[S:26]([CH3:29])(=[O:28])=[O:27], predict the reactants needed to synthesize it. The reactants are: [CH3:1][O:2][CH2:3][CH2:4][N:5]1[CH:9]=[CH:8][C:7]([NH2:10])=[N:6]1.N1C(C)=CC=CC=1C.[Cl:19][C:20]1[CH:21]=[C:22]([C@@H:30]([CH2:34][C@H:35]2[CH2:39][CH2:38][C:37](=[O:40])[CH2:36]2)[C:31](Cl)=[O:32])[CH:23]=[CH:24][C:25]=1[S:26]([CH3:29])(=[O:28])=[O:27]. (2) Given the product [C:1]([CH2:5][N:6]1[C:16]2[C:11](=[CH:12][CH:13]=[CH:14][CH:15]=2)[CH2:10][C@@H:9]([NH:17][C:18]([C:20]2[NH:21][C:22]3[C:27]([CH:28]=2)=[CH:26][C:25]([Cl:29])=[CH:24][CH:23]=3)=[O:19])[C:7]1=[O:8])([OH:3])=[O:2], predict the reactants needed to synthesize it. The reactants are: [C:1]([CH2:5][N:6]1[C:16]2[C:11](=[CH:12][CH:13]=[CH:14][CH:15]=2)[CH2:10][C@@H:9]([NH:17][C:18]([C:20]2[NH:21][C:22]3[C:27]([CH:28]=2)=[CH:26][C:25]([Cl:29])=[CH:24][CH:23]=3)=[O:19])[C:7]1=[O:8])([O:3]C)=[O:2].O.[OH-].[Li+].Cl. (3) The reactants are: [C:1]([C:5]1[CH:6]=[C:7]([C:23](=[O:26])[NH:24][CH3:25])[C:8]([O:21][CH3:22])=[C:9]([NH:11][C:12](=[O:20])OC2C=CC=CC=2)[CH:10]=1)([CH3:4])([CH3:3])[CH3:2].[NH2:27][C:28]1[C:37]2[C:32](=[CH:33][CH:34]=[CH:35][CH:36]=2)[C:31]([O:38][C:39]2[CH:44]=[CH:43][N:42]=[C:41]([NH:45][C:46]3[CH:47]=[C:48]([CH:61]=[C:62]([C:64]#[CH:65])[CH:63]=3)[C:49]([NH:51][C@@H:52]([CH3:60])[CH2:53][N:54]3[CH2:59][CH2:58][O:57][CH2:56][CH2:55]3)=[O:50])[N:40]=2)=[CH:30][CH:29]=1.C(N(CC)CC)C. Given the product [C:1]([C:5]1[CH:10]=[C:9]([NH:11][C:12]([NH:27][C:28]2[C:37]3[C:32](=[CH:33][CH:34]=[CH:35][CH:36]=3)[C:31]([O:38][C:39]3[CH:44]=[CH:43][N:42]=[C:41]([NH:45][C:46]4[CH:47]=[C:48]([C:49](=[O:50])[NH:51][C@@H:52]([CH3:60])[CH2:53][N:54]5[CH2:59][CH2:58][O:57][CH2:56][CH2:55]5)[CH:61]=[C:62]([C:64]#[CH:65])[CH:63]=4)[N:40]=3)=[CH:30][CH:29]=2)=[O:20])[C:8]([O:21][CH3:22])=[C:7]([CH:6]=1)[C:23]([NH:24][CH3:25])=[O:26])([CH3:2])([CH3:3])[CH3:4], predict the reactants needed to synthesize it. (4) Given the product [O:6]=[C:5]1[NH:4][CH2:3][CH2:2][N:7]1[C:8]1[CH:9]=[C:10]([CH:11]=[CH:12][CH:13]=1)[C:14]#[N:15], predict the reactants needed to synthesize it. The reactants are: Cl[CH2:2][CH2:3][NH:4][C:5]([NH:7][C:8]1[CH:13]=[CH:12][CH:11]=[C:10]([C:14]#[N:15])[CH:9]=1)=[O:6].[OH-].[K+]. (5) Given the product [Cl:17][C:18]1[CH:19]=[C:20]([CH2:21][CH2:9][C:8]([C:6]2[S:7][C:3]([CH2:1][CH3:2])=[C:4]([C:11]3[CH:16]=[CH:15][CH:14]=[CH:13][CH:12]=3)[CH:5]=2)=[O:10])[CH:23]=[C:24]([O:27][CH3:28])[C:25]=1[OH:26], predict the reactants needed to synthesize it. The reactants are: [CH2:1]([C:3]1[S:7][C:6]([C:8](=[O:10])[CH3:9])=[CH:5][C:4]=1[C:11]1[CH:16]=[CH:15][CH:14]=[CH:13][CH:12]=1)[CH3:2].[Cl:17][C:18]1[CH:19]=[C:20]([CH:23]=[C:24]([O:27][CH3:28])[C:25]=1[OH:26])[CH:21]=O.